This data is from Reaction yield outcomes from USPTO patents with 853,638 reactions. The task is: Predict the reaction yield, written as a fraction of the theoretical maximum amount of product (1.0 means a 100% yield; for example, 0.34 means a 34% yield). (1) The reactants are [O:1]=[C:2]1[C:11]2[C:6](=[CH:7][CH:8]=[C:9]([C:12]3([C:15]([O:17]C)=[O:16])[CH2:14][CH2:13]3)[CH:10]=2)[O:5][CH2:4][CH2:3]1.O[Li].[OH2:21].[CH3:22]O. The catalyst is O. The product is [OH:1][C:2]1([O:21][CH3:22])[C:11]2[C:6](=[CH:7][CH:8]=[C:9]([C:12]3([C:15]([OH:17])=[O:16])[CH2:13][CH2:14]3)[CH:10]=2)[O:5][CH2:4][CH2:3]1. The yield is 0.440. (2) The reactants are Br[C:2]1[CH:24]=[CH:23][C:5]([O:6][CH2:7][CH:8]2[CH2:13][CH2:12][N:11]([CH2:14][C:15]3([C:19]([F:22])([F:21])[F:20])[CH2:18][CH2:17][CH2:16]3)[CH2:10][CH2:9]2)=[CH:4][CH:3]=1.[CH2:25]([O:27][C:28]([C:30]1[CH:35]=[CH:34][C:33](B(O)O)=[CH:32][C:31]=1[F:39])=[O:29])C.C([O-])([O-])=O.[Cs+].[Cs+].COCCOC. The catalyst is C1C=CC(P(C2C=CC=CC=2)[C-]2C=CC=C2)=CC=1.C1C=CC(P(C2C=CC=CC=2)[C-]2C=CC=C2)=CC=1.Cl[Pd]Cl.[Fe+2].O. The product is [F:39][C:31]1[CH:32]=[C:33]([C:2]2[CH:24]=[CH:23][C:5]([O:6][CH2:7][CH:8]3[CH2:13][CH2:12][N:11]([CH2:14][C:15]4([C:19]([F:22])([F:20])[F:21])[CH2:18][CH2:17][CH2:16]4)[CH2:10][CH2:9]3)=[CH:4][CH:3]=2)[CH:34]=[CH:35][C:30]=1[C:28]([O:27][CH3:25])=[O:29]. The yield is 0.420. (3) The reactants are [CH2:1]([N:8]1[CH2:12][CH:11]([N:13](C(OC(C)(C)C)=O)[CH2:14][C:15]2[CH:20]=[CH:19][C:18]([F:21])=[CH:17][C:16]=2[F:22])[CH2:10][CH:9]1[C:30](O)=[O:31])[C:2]1[CH:7]=[CH:6][CH:5]=[CH:4][CH:3]=1.[C:33]1([CH3:45])[CH:38]=[CH:37][C:36]([N:39]2[CH2:44][CH2:43][NH:42][CH2:41][CH2:40]2)=[CH:35][CH:34]=1. The product is [CH2:1]([N:8]1[CH2:12][C@@H:11]([NH:13][CH2:14][C:15]2[CH:20]=[CH:19][C:18]([F:21])=[CH:17][C:16]=2[F:22])[CH2:10][C@H:9]1[C:30]([N:42]1[CH2:41][CH2:40][N:39]([C:36]2[CH:35]=[CH:34][C:33]([CH3:45])=[CH:38][CH:37]=2)[CH2:44][CH2:43]1)=[O:31])[C:2]1[CH:7]=[CH:6][CH:5]=[CH:4][CH:3]=1. The yield is 0.0260. No catalyst specified. (4) The reactants are [F:1][C:2]1[CH:3]=C(C(C)C(O)=O)C=C[CH:7]=1.B.[CH2:14]1[CH2:18][O:17][CH2:16][CH2:15]1.[CH2:19]1COC[CH2:20]1. No catalyst specified. The product is [F:1][C:2]1[CH:7]=[C:14]([CH:18]([OH:17])[CH2:19][CH3:20])[CH:15]=[CH:16][CH:3]=1. The yield is 0.970. (5) The reactants are [CH:1]([CH:3]([CH2:8][C:9]1[CH:10]=[N:11][N:12]([CH3:14])[CH:13]=1)[C:4]([O:6]C)=O)=O.C([O-])([O-])=O.[K+].[K+].[Cl:21][C:22]1[CH:27]=[CH:26][C:25]([O:28][C:29]2[CH:34]=[CH:33][C:32]([CH2:35][CH2:36][N:37]([CH3:41])[C:38]([NH2:40])=[NH:39])=[CH:31][CH:30]=2)=[CH:24][C:23]=1[C:42]([F:45])([F:44])[F:43]. The catalyst is CN1C(=O)CCC1. The product is [Cl:21][C:22]1[CH:27]=[CH:26][C:25]([O:28][C:29]2[CH:34]=[CH:33][C:32]([CH2:35][CH2:36][N:37]([CH3:41])[C:38]3[NH:40][CH:1]=[C:3]([CH2:8][C:9]4[CH:10]=[N:11][N:12]([CH3:14])[CH:13]=4)[C:4](=[O:6])[N:39]=3)=[CH:31][CH:30]=2)=[CH:24][C:23]=1[C:42]([F:43])([F:44])[F:45]. The yield is 0.205. (6) The reactants are [CH2:1]([O:8][CH2:9][CH:10]=O)[C:2]1[CH:7]=[CH:6][CH:5]=[CH:4][CH:3]=1.[C-:12]#[N:13].[Na+].[Cl-].[NH4+:16].[C:17]([OH:21])(=O)[CH2:18][CH3:19].C(Cl)CCl. The catalyst is [OH-].[NH4+].CN(C1C=CN=CC=1)C.O. The product is [C:12]([CH:10]([NH:16][C:17](=[O:21])[CH2:18][CH3:19])[CH2:9][O:8][CH2:1][C:2]1[CH:3]=[CH:4][CH:5]=[CH:6][CH:7]=1)#[N:13]. The yield is 0.780. (7) The reactants are [Br:1][CH2:2][CH2:3][CH2:4]Br.[C:6]([C:8]1[CH:13]=[CH:12][C:11]([OH:14])=[CH:10][CH:9]=1)#[N:7].C([O-])([O-])=O.[K+].[K+]. The catalyst is CC#N. The product is [Br:1][CH2:2][CH2:3][CH2:4][O:14][C:11]1[CH:12]=[CH:13][C:8]([C:6]#[N:7])=[CH:9][CH:10]=1. The yield is 0.690. (8) The yield is 0.200. The product is [Cl:31][C:24]1[CH:23]=[C:22](/[CH:21]=[C:17]2/[C:18](=[O:20])[N:19]3[CH:11]=[C:10]([C:6]4[CH:7]=[CH:8][CH:9]=[C:4]([O:3][CH:2]([F:13])[F:1])[CH:5]=4)[N:14]=[C:15]3[S:16]/2)[CH:27]=[C:26]([O:28][CH3:29])[C:25]=1[OH:30]. The reactants are [F:1][CH:2]([F:13])[O:3][C:4]1[CH:5]=[C:6]([C:10](=O)[CH3:11])[CH:7]=[CH:8][CH:9]=1.[NH2:14][C:15]1[S:16]/[C:17](=[CH:21]\[C:22]2[CH:27]=[C:26]([O:28][CH3:29])[C:25]([OH:30])=[C:24]([Cl:31])[CH:23]=2)/[C:18](=[O:20])[N:19]=1. No catalyst specified. (9) The yield is 0.568. The reactants are [OH-].[Na+].C([O:6][C:7]1[CH:40]=[CH:39][C:38]([Cl:41])=[CH:37][C:8]=1[C:9]([NH:11][C@H:12]([C:20](=[O:36])[NH:21][C:22]1[CH:27]=[C:26]([C:28]([F:31])([F:30])[F:29])[CH:25]=[C:24]([C:32]([F:35])([F:34])[F:33])[CH:23]=1)[CH2:13][C:14]1[CH:19]=[CH:18][CH:17]=[CH:16][CH:15]=1)=[O:10])(=O)C.Cl. The catalyst is CO.O1CCCC1. The product is [Cl:41][C:38]1[CH:39]=[CH:40][C:7]([OH:6])=[C:8]([CH:37]=1)[C:9]([NH:11][C@H:12]([C:20](=[O:36])[NH:21][C:22]1[CH:27]=[C:26]([C:28]([F:29])([F:31])[F:30])[CH:25]=[C:24]([C:32]([F:33])([F:34])[F:35])[CH:23]=1)[CH2:13][C:14]1[CH:15]=[CH:16][CH:17]=[CH:18][CH:19]=1)=[O:10].